This data is from Full USPTO retrosynthesis dataset with 1.9M reactions from patents (1976-2016). The task is: Predict the reactants needed to synthesize the given product. (1) Given the product [Br:23][C:6]1[CH:5]=[C:4]([NH:24][C:25](=[O:31])[CH2:26][C:27]([OH:29])=[O:28])[CH:3]=[C:2]([Br:1])[C:7]=1[O:8][C:9]1[CH:17]=[CH:16][C:15]2[C:11](=[C:12]([C:19]([NH:21][CH3:22])=[O:20])[N:13]([CH3:18])[N:14]=2)[CH:10]=1, predict the reactants needed to synthesize it. The reactants are: [Br:1][C:2]1[CH:3]=[C:4]([NH:24][C:25](=[O:31])[CH2:26][C:27]([O:29]C)=[O:28])[CH:5]=[C:6]([Br:23])[C:7]=1[O:8][C:9]1[CH:17]=[CH:16][C:15]2[C:11](=[C:12]([C:19]([NH:21][CH3:22])=[O:20])[N:13]([CH3:18])[N:14]=2)[CH:10]=1.[OH-].[Na+]. (2) The reactants are: [OH:1][C:2]1[CH:3]=[C:4]([CH2:8][C:9]([OH:11])=O)[CH:5]=[CH:6][CH:7]=1.N1C=CN=C1.[C:17]([Si:21]([CH3:24])([CH3:23])Cl)([CH3:20])([CH3:19])[CH3:18].[H-].[Al+3].[Li+].[H-].[H-].[H-].O.O.O.O.O.O.O.O.O.O.S([O-])([O-])(=O)=O.[Na+].[Na+]. Given the product [Si:21]([O:1][C:2]1[CH:3]=[C:4]([CH2:8][CH2:9][OH:11])[CH:5]=[CH:6][CH:7]=1)([C:17]([CH3:20])([CH3:19])[CH3:18])([CH3:24])[CH3:23], predict the reactants needed to synthesize it. (3) Given the product [CH:39]([S:36]([C:31]1[CH:32]=[CH:33][CH:34]=[CH:35][C:30]=1[NH:29][C:21]1[N:20]=[C:19]([NH2:18])[N:24]=[C:23]2[NH:25][N:26]=[C:27]([CH3:28])[C:22]=12)(=[O:37])=[O:38])([CH3:41])[CH3:40], predict the reactants needed to synthesize it. The reactants are: C(OC1C=C(C2CCNCC2)C(C)=CC=1[NH:18][C:19]1[N:24]=[C:23]2[NH:25][N:26]=[C:27]([CH3:28])[C:22]2=[C:21]([NH:29][C:30]2[CH:35]=[CH:34][CH:33]=[CH:32][C:31]=2[S:36]([CH:39]([CH3:41])[CH3:40])(=[O:38])=[O:37])[N:20]=1)(C)C.BrCCOC.C(N(CC)CC)C. (4) Given the product [Br:41][CH2:2][CH2:3][N:4]([C:9]1[CH:10]=[C:11]([CH:16]=[CH:17][C:18]=1[O:19][CH3:20])[C:12]([O:14][CH3:15])=[O:13])[S:5]([CH3:8])(=[O:7])=[O:6], predict the reactants needed to synthesize it. The reactants are: O[CH2:2][CH2:3][N:4]([C:9]1[CH:10]=[C:11]([CH:16]=[CH:17][C:18]=1[O:19][CH3:20])[C:12]([O:14][CH3:15])=[O:13])[S:5]([CH3:8])(=[O:7])=[O:6].C1(P(C2C=CC=CC=2)C2C=CC=CC=2)C=CC=CC=1.C(Br)(Br)(Br)[Br:41].